Dataset: NCI-60 drug combinations with 297,098 pairs across 59 cell lines. Task: Regression. Given two drug SMILES strings and cell line genomic features, predict the synergy score measuring deviation from expected non-interaction effect. (1) Drug 1: CS(=O)(=O)C1=CC(=C(C=C1)C(=O)NC2=CC(=C(C=C2)Cl)C3=CC=CC=N3)Cl. Drug 2: C1=CN(C=N1)CC(O)(P(=O)(O)O)P(=O)(O)O. Cell line: NCIH23. Synergy scores: CSS=11.5, Synergy_ZIP=-3.21, Synergy_Bliss=3.74, Synergy_Loewe=3.74, Synergy_HSA=3.77. (2) Drug 1: CC1=C(C(CCC1)(C)C)C=CC(=CC=CC(=CC(=O)O)C)C. Drug 2: C(CC(=O)O)C(=O)CN.Cl. Cell line: SR. Synergy scores: CSS=3.61, Synergy_ZIP=-3.45, Synergy_Bliss=-2.34, Synergy_Loewe=-4.55, Synergy_HSA=-2.79. (3) Drug 1: CN(C)N=NC1=C(NC=N1)C(=O)N. Drug 2: CN1C2=C(C=C(C=C2)N(CCCl)CCCl)N=C1CCCC(=O)O.Cl. Cell line: SK-MEL-28. Synergy scores: CSS=-1.17, Synergy_ZIP=1.23, Synergy_Bliss=-0.240, Synergy_Loewe=-3.15, Synergy_HSA=-2.37. (4) Drug 1: CC=C1C(=O)NC(C(=O)OC2CC(=O)NC(C(=O)NC(CSSCCC=C2)C(=O)N1)C(C)C)C(C)C. Drug 2: C1CN1C2=NC(=NC(=N2)N3CC3)N4CC4. Cell line: A549. Synergy scores: CSS=33.4, Synergy_ZIP=0.687, Synergy_Bliss=-1.07, Synergy_Loewe=-1.89, Synergy_HSA=0.176. (5) Drug 1: CC1=C2C(C(=O)C3(C(CC4C(C3C(C(C2(C)C)(CC1OC(=O)C(C(C5=CC=CC=C5)NC(=O)OC(C)(C)C)O)O)OC(=O)C6=CC=CC=C6)(CO4)OC(=O)C)OC)C)OC. Drug 2: C1=CC(=CC=C1C#N)C(C2=CC=C(C=C2)C#N)N3C=NC=N3. Cell line: RXF 393. Synergy scores: CSS=52.2, Synergy_ZIP=16.6, Synergy_Bliss=16.1, Synergy_Loewe=-8.36, Synergy_HSA=18.1.